Dataset: Experimentally validated miRNA-target interactions with 360,000+ pairs, plus equal number of negative samples. Task: Binary Classification. Given a miRNA mature sequence and a target amino acid sequence, predict their likelihood of interaction. (1) The miRNA is mmu-miR-1981-5p with sequence GUAAAGGCUGGGCUUAGACGUGGC. The protein sequence of the target gene is MGPRRLLIVALGLSLCGPLLSSRVPMSQPESERTDATVNPRSFFLRNPSENTFELVPLGDEEEEEKNESVLLEGRAVYLNISLPPHTPPPPFISEDASGYLTSPWLTLFMPSVYTIVFIVSLPLNVLAIAVFVLRMKVKKPAVVYMLHLAMADVLFVSVLPFKISYYFSGTDWQFGSGMCRFATAAFYGNMYASIMLMTVISIDRFLAVVYPIQSLSWRTLGRANFTCVVIWVMAIMGVVPLLLKEQTTRVPGLNITTCHDVLSENLMQGFYSYYFSAFSAIFFLVPLIVSTVCYTSIIR.... Result: 1 (interaction). (2) The miRNA is hsa-miR-31-5p with sequence AGGCAAGAUGCUGGCAUAGCU. The protein sequence of the target gene is MSGRLWSKAIFAGYKRGLRNQREHTALLKIEGVYARDETEFYLGKRCAYVYKAKNNTVTPGGKPNKTRVIWGKVTRAHGNSGMVRAKFRSNLPAKAIGHRIRVMLYPSRI. Result: 1 (interaction). (3) The miRNA is hsa-miR-6848-5p with sequence UGGGGGCUGGGAUGGGCCAUGGU. The protein sequence of the target gene is MKDIDIGKEYIIPSPGYRSVRERTSTSGTHRDREDSKFRRTRPLECQDALETAARAEGLSLDASMHSQLRILDEEHPKGKYHHGLSALKPIRTTSKHQHPVDNAGLFSCMTFSWLSSLARVAHKKGELSMEDVWSLSKHESSDVNCRRLERLWQEELNEVGPDAASLRRVVWIFCRTRLILSIVCLMITQLAGFSGPAFMVKHLLEYTQATESNLQYSLLLVLGLLLTEIVRSWSLALTWALNYRTGVRLRGAILTMAFKKILKLKNIKEKSLGELINICSNDGQRMFEAAAVGSLLAGG.... Result: 1 (interaction). (4) The miRNA is mmu-miR-1948-3p with sequence UUUAGGCAGAGCACUCGUACAG. The protein sequence of the target gene is MSAEKMTKLEENLQRAVALKKTVDRWRNFHIHCMWQTTLDQRRNLFAALRMKDTKEQELALSNKQLLVVRQAALHELFEKEYQQYQQELNQMGKAFYEERL. Result: 1 (interaction). (5) The miRNA is hsa-miR-4270 with sequence UCAGGGAGUCAGGGGAGGGC. The protein sequence of the target gene is MEKSIWLLACLAWVLPTGSFVRTKIDTTENLLNTEVHSSPAQRWSMQVPPEVSAEAGDAAVLPCTFTHPHRHYDGPLTAIWRAGEPYAGPQVFRCAAARGSELCQTALSLHGRFRLLGNPRRNDLSLRVERLALADDRRYFCRVEFAGDVHDRYESRHGVRLHVTAAPRIVNISVLPSPAHAFRALCTAEGEPPPALAWSGPALGNSLAAVRSPREGHGHLVTAELPALTHDGRYTCTAANSLGRSEASVYLFRFHGASGASTVALLLGALGFKALLLLGVLAARAARRRPEHLDTPDTP.... Result: 0 (no interaction). (6) The miRNA is hsa-miR-20b-5p with sequence CAAAGUGCUCAUAGUGCAGGUAG. The protein sequence of the target gene is MPPPAEVTDPSHAPAVLRQLNEQRLRGLFCDVTLIAGDTKFPAHRSVLAASSPFFREALLTSAPLPLPPATGGAAPNPATTTAASSSSSSSSSSSSSSSSASSSSSSSSSSPPPASPPASSPPRVLELPGVPAAAFSDVLNFIYSARLALPGGGGDGAAVAEIGALGRRLGISRLQGLGEGGDAWVPPTPAPMATSQPEEDSFGPGPRPAGEWEGDRAEAQAPDLQCSLPRRPLPCPQCGKSFIHPKRLQTHEAQCRRGASTRGSTGLGAGGAGPGGPAGVDASALPPPVGFRGGPEHVV.... Result: 1 (interaction).